Dataset: Reaction yield outcomes from USPTO patents with 853,638 reactions. Task: Predict the reaction yield, written as a fraction of the theoretical maximum amount of product (1.0 means a 100% yield; for example, 0.34 means a 34% yield). The reactants are Br[C:2]1[CH:13]=[N:12][C:5]2[NH:6][CH2:7][C:8](=[O:11])[NH:9][CH2:10][C:4]=2[CH:3]=1.[C:14]([O:18][C:19]([CH3:22])([CH3:21])[CH3:20])(=[O:17])[CH:15]=[CH2:16].C(N(C(C)C)CC)(C)C. The catalyst is CN(C=O)C.C([O-])(=O)C.[Pd+2].C([O-])(=O)C. The product is [C:19]([O:18][C:14](=[O:17])[CH:15]=[CH:16][C:2]1[CH:13]=[N:12][C:5]2[NH:6][CH2:7][C:8](=[O:11])[NH:9][CH2:10][C:4]=2[CH:3]=1)([CH3:22])([CH3:21])[CH3:20]. The yield is 0.520.